Task: Predict which catalyst facilitates the given reaction.. Dataset: Catalyst prediction with 721,799 reactions and 888 catalyst types from USPTO (1) Reactant: [NH2:1][C:2]1[CH:3]=[CH:4][C:5]([S:10]([CH:13]([CH3:15])[CH3:14])(=[O:12])=[O:11])=[C:6]([CH:9]=1)[C:7]#[N:8].[CH3:16][N:17]([CH3:21])[C:18](Cl)=[O:19]. Product: [C:7]([C:6]1[CH:9]=[C:2]([NH:1][C:18](=[O:19])[N:17]([CH3:21])[CH3:16])[CH:3]=[CH:4][C:5]=1[S:10]([CH:13]([CH3:15])[CH3:14])(=[O:12])=[O:11])#[N:8]. The catalyst class is: 17. (2) Reactant: [CH3:1][O:2][C:3]([C:5]1[C:6]2[C:7](=[O:17])[NH:8][C:9]([CH2:15]Cl)=[N:10][C:11]=2[CH:12]=[CH:13][CH:14]=1)=[O:4].N1CCNCC1.[NH:24]1[CH2:30][CH2:29][CH2:28][NH:27][CH2:26][CH2:25]1. Product: [CH3:1][O:2][C:3]([C:5]1[C:6]2[C:7](=[O:17])[NH:8][C:9]([CH2:15][N:24]3[CH2:30][CH2:29][CH2:28][NH:27][CH2:26][CH2:25]3)=[N:10][C:11]=2[CH:12]=[CH:13][CH:14]=1)=[O:4]. The catalyst class is: 10. (3) Product: [C:31]([O:35][C:36](=[O:37])[NH:1][CH2:4][C:5]1[C:14]2[C:9](=[CH:10][C:11]([O:17][CH3:18])=[C:12]([O:15][CH3:16])[CH:13]=2)[C:8]([CH2:19][C:20]2[CH:25]=[CH:24][CH:23]=[C:22]([O:26][CH:27]([CH2:29][CH3:30])[CH3:28])[CH:21]=2)=[N:7][CH:6]=1)([CH3:34])([CH3:33])[CH3:32]. Reactant: [N:1]([CH2:4][C:5]1[C:14]2[C:9](=[CH:10][C:11]([O:17][CH3:18])=[C:12]([O:15][CH3:16])[CH:13]=2)[C:8]([CH2:19][C:20]2[CH:25]=[CH:24][CH:23]=[C:22]([O:26][CH:27]([CH2:29][CH3:30])[CH3:28])[CH:21]=2)=[N:7][CH:6]=1)=[N+]=[N-].[C:31]([O:35][C:36](O[C:36]([O:35][C:31]([CH3:34])([CH3:33])[CH3:32])=[O:37])=[O:37])([CH3:34])([CH3:33])[CH3:32].C(O)(=O)C. The catalyst class is: 312. (4) Reactant: [CH2:1]([N:8]([CH3:21])[C:9](=[O:20])[C@@H:10]([NH:12]C(=O)OC(C)(C)C)[CH3:11])[C:2]1[CH:7]=[CH:6][CH:5]=[CH:4][CH:3]=1.C(O)(C(F)(F)F)=O. Product: [NH2:12][C@@H:10]([CH3:11])[C:9]([N:8]([CH2:1][C:2]1[CH:7]=[CH:6][CH:5]=[CH:4][CH:3]=1)[CH3:21])=[O:20]. The catalyst class is: 2. (5) Reactant: C[O:2][CH:3](OC)[CH2:4][CH2:5][N:6]1[CH:11]=[C:10]([C:12]2[CH:17]=[CH:16][CH:15]=[C:14]([F:18])[N:13]=2)[C:9](=[O:19])[NH:8][C:7]1=[O:20]. Product: [F:18][C:14]1[N:13]=[C:12]([C:10]2[C:9](=[O:19])[NH:8][C:7](=[O:20])[N:6]([CH2:5][CH2:4][CH:3]=[O:2])[CH:11]=2)[CH:17]=[CH:16][CH:15]=1. The catalyst class is: 1. (6) The catalyst class is: 89. Reactant: C(OC([N:8]1[CH2:13][CH2:12][N:11]([CH2:14][CH2:15][CH2:16][O:17][C:18]2[CH:23]=[CH:22][C:21]([C:24]([N:26]3[C:35]4[C:30](=[CH:31][CH:32]=[CH:33][CH:34]=4)[C@H:29]([N:36]([C:44](=[O:46])[CH3:45])[C:37]4[CH:42]=[CH:41][C:40]([Cl:43])=[CH:39][CH:38]=4)[CH2:28][C@@H:27]3[CH3:47])=[O:25])=[CH:20][CH:19]=2)[CH2:10][CH2:9]1)=O)(C)(C)C. Product: [Cl:43][C:40]1[CH:41]=[CH:42][C:37]([N:36]([C@H:29]2[C:30]3[C:35](=[CH:34][CH:33]=[CH:32][CH:31]=3)[N:26]([C:24](=[O:25])[C:21]3[CH:22]=[CH:23][C:18]([O:17][CH2:16][CH2:15][CH2:14][N:11]4[CH2:10][CH2:9][NH:8][CH2:13][CH2:12]4)=[CH:19][CH:20]=3)[C@@H:27]([CH3:47])[CH2:28]2)[C:44](=[O:46])[CH3:45])=[CH:38][CH:39]=1. (7) Product: [ClH:53].[ClH:53].[CH3:34][N:23]1[C:24]2[CH2:33][CH2:32][N:31]3[CH:26]([C:25]=2[C:20]2[CH:19]=[CH:18][C:17]([N:9]4[CH:14]=[CH:13][C:12]([O:55][CH2:54][C:52]5[CH:51]=[N:50][C:46]([CH3:47])=[CH:41][CH:40]=5)=[CH:11][C:10]4=[O:15])=[CH:22][C:21]1=2)[CH2:27][CH2:28][CH2:29][CH2:30]3. The catalyst class is: 28. Reactant: C(O[N:9]1[CH:14]=[CH:13][CH:12]=[CH:11][C:10]1=[O:15])C1C=CC=CC=1.Br[C:17]1[CH:18]=[CH:19][C:20]2[C:25]3[CH:26]4[N:31]([CH2:32][CH2:33][C:24]=3[N:23]([CH3:34])[C:21]=2[CH:22]=1)[CH2:30][CH2:29][CH2:28][CH2:27]4.BrC1C=C2C([C:40]3[CH2:52][CH2:51][N:50]4[CH:46]([CH2:47]CC4)[C:41]=3N2C)=CC=1.[ClH:53].[CH3:54][OH:55].